The task is: Predict the product of the given reaction.. This data is from Forward reaction prediction with 1.9M reactions from USPTO patents (1976-2016). (1) Given the reactants CN(C)C(N1CC=C(C2NC3N=CN=C(C4C=CC=C(NC(=O)C5C=CC(C(O)(C)C)=CC=5F)C=4C(C4C=CC=CC=4)(C4C=CC=CC=4)O[SiH2]C(C)(C)C)C=3C=2)CC1)=O.[C:60]([O:64][C:65]([N:67]1[CH2:72][CH:71]=[C:70]([C:73]2[NH:90][C:76]3[N:77]=[CH:78][N:79]=[C:80]([C:81]4[CH:86]=[C:85]([F:87])[CH:84]=[C:83]([NH2:88])[C:82]=4[CH3:89])[C:75]=3[CH:74]=2)[CH2:69][CH2:68]1)=[O:66])([CH3:63])([CH3:62])[CH3:61].FC1C=C(C(O)(C)C)C=CC=1C(O)=O.[F:105][S:106]([F:119])([F:118])([F:117])([F:116])[C:107]1[CH:115]=[CH:114][C:110]([C:111](O)=[O:112])=[CH:109][CH:108]=1, predict the reaction product. The product is: [C:60]([O:64][C:65]([N:67]1[CH2:68][CH:69]=[C:70]([C:73]2[NH:90][C:76]3[N:77]=[CH:78][N:79]=[C:80]([C:81]4[CH:86]=[C:85]([F:87])[CH:84]=[C:83]([NH:88][C:111](=[O:112])[C:110]5[CH:114]=[CH:115][C:107]([S:106]([F:119])([F:105])([F:116])([F:117])[F:118])=[CH:108][CH:109]=5)[C:82]=4[CH3:89])[C:75]=3[CH:74]=2)[CH2:71][CH2:72]1)=[O:66])([CH3:63])([CH3:62])[CH3:61]. (2) Given the reactants [O:1]1[C:5]2[CH:6]=[CH:7][C:8]([C:10](=[O:12])[CH3:11])=[CH:9][C:4]=2[CH:3]=[CH:2]1.[H-].[Na+].[C:15](=O)([O:18]C)[O:16][CH3:17], predict the reaction product. The product is: [O:1]1[C:5]2[CH:6]=[CH:7][C:8]([C:10](=[O:12])[CH2:11][C:15]([O:16][CH3:17])=[O:18])=[CH:9][C:4]=2[CH:3]=[CH:2]1. (3) Given the reactants Br[C:2]1[CH:3]=[C:4]([CH:9]=[C:10]([C:12]([N:14]([CH2:18][CH2:19][CH3:20])[CH2:15][CH2:16][CH3:17])=[O:13])[CH:11]=1)[C:5]([O:7][CH3:8])=[O:6].C1(P(C2C=CC=CC=2)CCCP(C2C=CC=CC=2)C2C=CC=CC=2)C=CC=CC=1.C[Si](C)(C)N[Si](C)(C)C.C(N(C(C)C)CC)(C)C.C[N:69]1CCC[C:70]1=[O:74], predict the reaction product. The product is: [NH2:69][C:70]([C:2]1[CH:3]=[C:4]([CH:9]=[C:10]([C:12]([N:14]([CH2:18][CH2:19][CH3:20])[CH2:15][CH2:16][CH3:17])=[O:13])[CH:11]=1)[C:5]([O:7][CH3:8])=[O:6])=[O:74]. (4) Given the reactants [NH:1]1[CH:5]=[CH:4][CH:3]=[CH:2]1.[C:6]([O:11]CC)(=[O:10])/[CH:7]=[CH:8]/[CH3:9].[H-].[Na+], predict the reaction product. The product is: [N:1]1([CH:8]([CH3:9])[CH2:7][C:6]([OH:11])=[O:10])[CH:5]=[CH:4][CH:3]=[CH:2]1.